The task is: Predict the reaction yield, written as a fraction of the theoretical maximum amount of product (1.0 means a 100% yield; for example, 0.34 means a 34% yield).. This data is from Reaction yield outcomes from USPTO patents with 853,638 reactions. (1) The reactants are [Br:1][C:2]1[C:3](=[O:9])[NH:4][N:5]=[C:6]([Cl:8])[CH:7]=1.[C:10](=O)([O-])[O-].[Cs+].[Cs+].IC. The catalyst is CN(C=O)C. The product is [Br:1][C:2]1[C:3](=[O:9])[N:4]([CH3:10])[N:5]=[C:6]([Cl:8])[CH:7]=1. The yield is 0.750. (2) The reactants are [Cl:1][C:2]1[O:11][C:5]2=[C:6]([NH2:10])[N:7]=[CH:8][CH:9]=[C:4]2[CH:3]=1.[I:12]N1C(=O)CCC1=O. The catalyst is CC#N. The product is [Cl:1][C:2]1[O:11][C:5]2=[C:6]([NH2:10])[N:7]=[CH:8][C:9]([I:12])=[C:4]2[CH:3]=1. The yield is 0.800.